This data is from Reaction yield outcomes from USPTO patents with 853,638 reactions. The task is: Predict the reaction yield, written as a fraction of the theoretical maximum amount of product (1.0 means a 100% yield; for example, 0.34 means a 34% yield). (1) The reactants are C1(N2CCN([CH2:17][CH2:18][CH2:19][CH2:20][O:21][C:22]3[CH:30]=[C:29]4[C:25]([CH:26]=[N:27][NH:28]4)=[CH:24][CH:23]=3)CC2)C2C(=CC=CC=2)C=CC=1.[CH3:31][O:32][C:33]1[C:34]([N:39]2[CH2:44][CH2:43][NH:42][CH2:41][CH2:40]2)=[N:35][CH:36]=[CH:37][CH:38]=1. No catalyst specified. The product is [CH3:31][O:32][C:33]1[C:34]([N:39]2[CH2:44][CH2:43][N:42]([CH2:17][CH2:18][CH2:19][CH2:20][O:21][C:22]3[CH:30]=[C:29]4[C:25]([CH:26]=[N:27][NH:28]4)=[CH:24][CH:23]=3)[CH2:41][CH2:40]2)=[N:35][CH:36]=[CH:37][CH:38]=1. The yield is 0.420. (2) The reactants are [Li]CCCC.CCCCCC.[F:12][C:13]1[CH:18]=[CH:17][C:16]([F:19])=[CH:15][C:14]=1[O:20][CH3:21].Br/[CH:23]=[CH:24]\[C:25](OCC)=[O:26].CC(C[AlH]CC(C)C)C. The catalyst is C1COCC1.[Cl-].[Zn+2].[Cl-].CC([O-])=O.CC([O-])=O.[Pd+2]. The product is [F:12][C:13]1[C:14]([O:20][CH3:21])=[C:15](/[CH:23]=[CH:24]\[CH2:25][OH:26])[C:16]([F:19])=[CH:17][CH:18]=1. The yield is 0.920. (3) The catalyst is C1COCC1. The reactants are [Cl:1][C:2]1[CH:7]=[CH:6][N:5]=[C:4]([NH2:8])[CH:3]=1.C[Si]([N-][Si](C)(C)C)(C)C.[Li+].[C:19](O[C:19]([O:21][C:22]([CH3:25])([CH3:24])[CH3:23])=[O:20])([O:21][C:22]([CH3:25])([CH3:24])[CH3:23])=[O:20].[NH4+].[Cl-]. The yield is 0.770. The product is [Cl:1][C:2]1[CH:7]=[CH:6][N:5]=[C:4]([NH:8][C:19](=[O:20])[O:21][C:22]([CH3:25])([CH3:24])[CH3:23])[CH:3]=1. (4) The reactants are [Br:1][C:2]1[C:7]([CH2:8][OH:9])=[CH:6][C:5]([N:10]([C:15]2[C:34]([CH:35]3[CH2:37][CH2:36]3)=[CH:33][C:18]3[C:19]([C:29]([NH:31][CH3:32])=[O:30])=[C:20]([C:22]4[CH:27]=[CH:26][C:25]([F:28])=[CH:24][CH:23]=4)[O:21][C:17]=3[CH:16]=2)[S:11]([CH3:14])(=[O:13])=[O:12])=[CH:4][C:3]=1[F:38].CCN(C(C)C)C(C)C.[CH2:48](Cl)[O:49][CH3:50]. The catalyst is C1COCC1. The product is [Br:1][C:2]1[C:7]([CH2:8][O:9][CH2:48][O:49][CH3:50])=[CH:6][C:5]([N:10]([C:15]2[C:34]([CH:35]3[CH2:37][CH2:36]3)=[CH:33][C:18]3[C:19]([C:29]([NH:31][CH3:32])=[O:30])=[C:20]([C:22]4[CH:23]=[CH:24][C:25]([F:28])=[CH:26][CH:27]=4)[O:21][C:17]=3[CH:16]=2)[S:11]([CH3:14])(=[O:13])=[O:12])=[CH:4][C:3]=1[F:38]. The yield is 0.700. (5) The reactants are Cl[C:2]1[CH:7]=[C:6]([C:8]2[CH:13]=[CH:12][CH:11]=[CH:10][CH:9]=2)[CH:5]=[CH:4][N:3]=1.[F:14][C:15]1[CH:20]=[CH:19][CH:18]=[CH:17][C:16]=1[N:21]1[CH2:26][CH2:25][N:24]([CH2:27][CH2:28][CH2:29][CH2:30][NH2:31])[CH2:23][CH2:22]1. No catalyst specified. The product is [F:14][C:15]1[CH:20]=[CH:19][CH:18]=[CH:17][C:16]=1[N:21]1[CH2:22][CH2:23][N:24]([CH2:27][CH2:28][CH2:29][CH2:30][NH:31][C:2]2[CH:7]=[C:6]([C:8]3[CH:13]=[CH:12][CH:11]=[CH:10][CH:9]=3)[CH:5]=[CH:4][N:3]=2)[CH2:25][CH2:26]1. The yield is 0.100.